From a dataset of Catalyst prediction with 721,799 reactions and 888 catalyst types from USPTO. Predict which catalyst facilitates the given reaction. (1) Reactant: [NH2:1][C:2]1[CH:7]=[CH:6][CH:5]=[CH:4][CH:3]=1.[Br:8][C:9]1=[C:10]([Br:16])[C:11]([O:13][C:14]1=O)=[O:12]. Product: [C:2]1([N:1]2[C:14](=[O:13])[C:9]([Br:8])=[C:10]([Br:16])[C:11]2=[O:12])[CH:7]=[CH:6][CH:5]=[CH:4][CH:3]=1. The catalyst class is: 52. (2) Reactant: Cl.Cl.[N:3]12[CH2:10][CH2:9][CH:6]([CH2:7][CH2:8]1)[C@@H:5]([NH2:11])[CH2:4]2.[Br:12][C:13]1[O:17][C:16]([C:18](O)=[O:19])=[CH:15][CH:14]=1.O.ON1C2C=CC=CC=2N=N1.F[B-](F)(F)F.N1(OC(N(C)C)=[N+](C)C)C2C=CC=CC=2N=N1.C(N(CC)C(C)C)(C)C. Product: [N:3]12[CH2:10][CH2:9][CH:6]([CH2:7][CH2:8]1)[C@@H:5]([NH:11][C:18]([C:16]1[O:17][C:13]([Br:12])=[CH:14][CH:15]=1)=[O:19])[CH2:4]2. The catalyst class is: 9. (3) Reactant: [CH:1]1([S:4]([C:7]2[CH:12]=[CH:11][C:10]([CH:13]([CH2:33][CH:34]3[CH2:39][CH2:38][O:37][CH2:36][CH2:35]3)[C:14](=O)[CH2:15][CH:16]([CH3:31])[C:17]([C:19]3[CH:24]=[CH:23][C:22]([CH:25]([OH:30])[C:26]([OH:29])([CH3:28])[CH3:27])=[CH:21][N:20]=3)=O)=[CH:9][CH:8]=2)(=[O:6])=[O:5])[CH2:3][CH2:2]1.C([O-])(=O)C.[NH4+:44]. Product: [CH:1]1([S:4]([C:7]2[CH:12]=[CH:11][C:10]([CH:13]([C:14]3[NH:44][C:17]([C:19]4[N:20]=[CH:21][C:22]([CH:25]([OH:30])[C:26]([CH3:27])([OH:29])[CH3:28])=[CH:23][CH:24]=4)=[C:16]([CH3:31])[CH:15]=3)[CH2:33][CH:34]3[CH2:39][CH2:38][O:37][CH2:36][CH2:35]3)=[CH:9][CH:8]=2)(=[O:6])=[O:5])[CH2:3][CH2:2]1. The catalyst class is: 342. (4) Reactant: [CH3:1][O:2][C:3]1[C:4](=[O:25])[N:5]([CH3:24])[NH:6][C:7](=[O:23])[C:8]=1[C:9]1[CH:14]=[CH:13][C:12]([C:15]([F:18])([F:17])[F:16])=[CH:11][C:10]=1[S:19]([CH3:22])(=[O:21])=[O:20].C(=O)([O-])[O-].[K+].[K+].CN(C)C=O.I[CH2:38][CH2:39][CH3:40]. Product: [CH3:1][O:2][C:3]1[C:4](=[O:25])[N:5]([CH3:24])[N:6]=[C:7]([O:23][CH2:38][CH2:39][CH3:40])[C:8]=1[C:9]1[CH:14]=[CH:13][C:12]([C:15]([F:16])([F:17])[F:18])=[CH:11][C:10]=1[S:19]([CH3:22])(=[O:21])=[O:20]. The catalyst class is: 6. (5) Reactant: C([O:3][C:4]([C:6]1[N:7]([CH2:33][CH:34]=[CH2:35])[CH:8]=[C:9]([C:11]([C:17]2[CH:18]=[C:19]3[C:23](=[CH:24][CH:25]=2)[N:22]([C:26]2[CH:31]=[CH:30][C:29]([F:32])=[CH:28][CH:27]=2)[N:21]=[CH:20]3)([OH:16])[C:12]([F:15])([F:14])[F:13])[CH:10]=1)=O)C.[H-].C([Al+]CC(C)C)C(C)C.Cl.C(=O)(O)[O-].[Na+]. Product: [CH2:33]([N:7]1[C:6]([CH2:4][OH:3])=[CH:10][C:9]([C:11]([C:17]2[CH:18]=[C:19]3[C:23](=[CH:24][CH:25]=2)[N:22]([C:26]2[CH:27]=[CH:28][C:29]([F:32])=[CH:30][CH:31]=2)[N:21]=[CH:20]3)([OH:16])[C:12]([F:15])([F:14])[F:13])=[CH:8]1)[CH:34]=[CH2:35]. The catalyst class is: 2. (6) Reactant: [C:1]([O:5][C:6](=[O:18])[CH2:7][C@@H:8]([CH2:14][N:15]=[N+]=[N-])[CH2:9][C@@H:10]([CH3:13])[CH2:11][CH3:12])([CH3:4])([CH3:3])[CH3:2].[CH3:19]O. Product: [C:1]([O:5][C:6](=[O:18])[CH2:7][C@@H:8]([CH2:14][NH2:15])[CH2:9][C@@H:10]([CH3:13])[CH2:11][CH2:12][CH3:19])([CH3:4])([CH3:3])[CH3:2]. The catalyst class is: 45.